From a dataset of Catalyst prediction with 721,799 reactions and 888 catalyst types from USPTO. Predict which catalyst facilitates the given reaction. (1) Product: [CH2:32]([CH:41]([N:82]1[C:11]2[CH:10]=[CH:9][S:8][C:7]=2[C:3]2[S:4][CH:5]=[CH:6][C:2]1=2)[CH2:42][CH2:43][CH2:44][CH2:45][CH2:46][CH2:47][CH2:48][CH3:49])[CH2:33][CH2:34][CH2:35][CH2:36][CH2:37][CH2:38][CH3:39]. Reactant: Br[C:2]1(Br)[CH:6]=[CH:5][S:4][CH:3]1[C:7]1[S:8][CH:9]=[CH:10][CH:11]=1.C(O[Na])(C)(C)C.C1C=CC(P([C:32]2[C:41]([C:42]3C(P(C4C=CC=CC=4)C4C=CC=CC=4)=C[CH:49]=[C:48]4[C:43]=3[CH:44]=[CH:45][CH:46]=[CH:47]4)=C3[C:35]([CH:36]=[CH:37][CH:38]=[CH:39]3)=[CH:34][CH:33]=2)C2C=CC=CC=2)=CC=1.C(CCCCCCCCC[NH2:82])CCCCCCC. The catalyst class is: 491. (2) Reactant: [F:1][C:2]1[CH:3]=[CH:4][C:5]([C@@H:8]([NH:10][C:11]2[N:16]=[C:15]([NH:17][C:18]3[C:19]([O:24][CH3:25])=[N:20][CH:21]=[CH:22][CH:23]=3)[C:14]([N+:26]([O-])=O)=[CH:13][CH:12]=2)[CH3:9])=[N:6][CH:7]=1. Product: [F:1][C:2]1[CH:3]=[CH:4][C:5]([C@@H:8]([NH:10][C:11]2[N:16]=[C:15]([NH:17][C:18]3[C:19]([O:24][CH3:25])=[N:20][CH:21]=[CH:22][CH:23]=3)[C:14]([NH2:26])=[CH:13][CH:12]=2)[CH3:9])=[N:6][CH:7]=1. The catalyst class is: 63. (3) Reactant: [CH2:1]=O.Cl.[CH2:4]([NH:6][CH2:7][CH3:8])[CH3:5].[CH2:9]([P:11]([OH:13])[OH:12])[CH3:10].Cl. Product: [CH2:9]([P:11]([CH2:1][N:6]([CH2:7][CH3:8])[CH2:4][CH3:5])(=[O:13])[OH:12])[CH3:10]. The catalyst class is: 6. (4) Reactant: Cl.[NH2:2][CH2:3][C:4]1[C:9]([F:10])=[CH:8][C:7]([NH:11][S:12]([CH3:15])(=[O:14])=[O:13])=[C:6]([F:16])[CH:5]=1.[C:17]([C:21]1[CH:26]=[CH:25][C:24]([CH:27]=[CH:28][C:29](O)=[O:30])=[CH:23][CH:22]=1)([CH3:20])([CH3:19])[CH3:18].C[N+]1(C2N=C(OC)N=C(OC)N=2)CCOCC1.[Cl-]. Product: [C:17]([C:21]1[CH:22]=[CH:23][C:24]([CH:27]=[CH:28][C:29]([NH:2][CH2:3][C:4]2[CH:5]=[C:6]([F:16])[C:7]([NH:11][S:12]([CH3:15])(=[O:14])=[O:13])=[CH:8][C:9]=2[F:10])=[O:30])=[CH:25][CH:26]=1)([CH3:20])([CH3:18])[CH3:19]. The catalyst class is: 7. (5) Reactant: B(Br)(Br)Br.ClC1N(C)N=C(C)C=1S([O:16][C:17]1[CH:22]=[CH:21][CH:20]=[C:19]([C:23]2([C:33]3[CH:38]=[C:37]([Cl:39])[N:36]=[C:35]([Cl:40])[CH:34]=3)[C:31]3[C:26](=[CH:27][CH:28]=[CH:29][CH:30]=3)[C:25]([NH2:32])=[N:24]2)[CH:18]=1)(=O)=O. Product: [NH2:32][C:25]1[C:26]2[C:31](=[CH:30][CH:29]=[CH:28][CH:27]=2)[C:23]([C:19]2[CH:18]=[C:17]([OH:16])[CH:22]=[CH:21][CH:20]=2)([C:33]2[CH:34]=[C:35]([Cl:40])[N:36]=[C:37]([Cl:39])[CH:38]=2)[N:24]=1. The catalyst class is: 4. (6) Reactant: [NH2:1][C:2]1[CH:3]=[C:4]([CH:8]=[C:9]([CH:11]([CH3:13])[CH3:12])[CH:10]=1)[C:5]([OH:7])=[O:6].[CH3:14][O:15][C:16]1[N:21]=[C:20]([O:22][CH3:23])[C:19]([C:24]2[CH:33]=[C:32]3[C:27]([C:28](Cl)=[C:29]([C:34]([NH2:36])=[O:35])[CH:30]=[N:31]3)=[CH:26][CH:25]=2)=[CH:18][N:17]=1. Product: [C:5]([OH:7])(=[O:6])[CH3:4].[NH2:36][C:34]([C:29]1[CH:30]=[N:31][C:32]2[C:27]([C:28]=1[NH:1][C:2]1[CH:3]=[C:4]([CH:8]=[C:9]([CH:11]([CH3:13])[CH3:12])[CH:10]=1)[C:5]([OH:7])=[O:6])=[CH:26][CH:25]=[C:24]([C:19]1[C:20]([O:22][CH3:23])=[N:21][C:16]([O:15][CH3:14])=[N:17][CH:18]=1)[CH:33]=2)=[O:35]. The catalyst class is: 15.